Task: Predict the reactants needed to synthesize the given product.. Dataset: Full USPTO retrosynthesis dataset with 1.9M reactions from patents (1976-2016) Given the product [Cl:32][C:26]1[CH:27]=[C:28]([Cl:31])[CH:29]=[CH:30][C:25]=1[N:13]1[C:14]([C:18]2[CH:19]=[CH:20][C:21]([O:24][S:45]([CH2:44][CH2:43][C:42]([F:50])([F:49])[F:41])(=[O:47])=[O:46])=[CH:22][CH:23]=2)=[C:15]([CH2:16][OH:17])[C:11]([C:9](=[O:10])[NH:8][CH:5]2[CH2:6][CH2:7][C:2]([F:1])([F:33])[CH2:3][CH2:4]2)=[N:12]1, predict the reactants needed to synthesize it. The reactants are: [F:1][C:2]1([F:33])[CH2:7][CH2:6][CH:5]([NH:8][C:9]([C:11]2[C:15]([CH2:16][OH:17])=[C:14]([C:18]3[CH:23]=[CH:22][C:21]([OH:24])=[CH:20][CH:19]=3)[N:13]([C:25]3[CH:30]=[CH:29][C:28]([Cl:31])=[CH:27][C:26]=3[Cl:32])[N:12]=2)=[O:10])[CH2:4][CH2:3]1.C(N(CC)CC)C.[F:41][C:42]([F:50])([F:49])[CH2:43][CH2:44][S:45](Cl)(=[O:47])=[O:46].O.